From a dataset of Catalyst prediction with 721,799 reactions and 888 catalyst types from USPTO. Predict which catalyst facilitates the given reaction. (1) Reactant: CCCP(=O)=O.[CH3:7][C:8]1[CH:13]=[CH:12][C:11]([NH2:14])=[CH:10][C:9]=1[NH:15][C:16]1[N:21]=[C:20]([C:22]2[CH:23]=[N:24][CH:25]=[CH:26][CH:27]=2)[CH:19]=[CH:18][N:17]=1.[CH3:28][C:29]1[C:30]([C:40](O)=[O:41])=[N:31][N:32]([C:34]2[CH:39]=[CH:38][CH:37]=[CH:36][CH:35]=2)[N:33]=1.C(N(CC)CC)C. Product: [CH3:7][C:8]1[CH:13]=[CH:12][C:11]([NH:14][C:40]([C:30]2[C:29]([CH3:28])=[N:33][N:32]([C:34]3[CH:39]=[CH:38][CH:37]=[CH:36][CH:35]=3)[N:31]=2)=[O:41])=[CH:10][C:9]=1[NH:15][C:16]1[N:21]=[C:20]([C:22]2[CH:23]=[N:24][CH:25]=[CH:26][CH:27]=2)[CH:19]=[CH:18][N:17]=1. The catalyst class is: 9. (2) Product: [Cl:16][C:13]1[CH:14]=[C:15]2[C:10](=[CH:11][CH:12]=1)[NH:9][CH:8]=[C:7]2[CH2:6][CH2:5][CH2:4][NH2:1]. The catalyst class is: 1. Reactant: [N:1]([CH2:4][CH2:5][CH2:6][C:7]1[C:15]2[C:10](=[CH:11][CH:12]=[C:13]([Cl:16])[CH:14]=2)[NH:9][CH:8]=1)=[N+]=[N-].C1(P(C2C=CC=CC=2)C2C=CC=CC=2)C=CC=CC=1.O. (3) Reactant: CO[C:3](=[O:8])[C:4]([O:6][CH3:7])=[O:5].C[O-].[Na+].[C:12]([C:15]1[CH:20]=[CH:19][CH:18]=[CH:17][CH:16]=1)(=[O:14])[CH3:13]. Product: [CH3:7][O:6][C:4](=[O:5])[C:3](=[O:8])[CH2:13][C:12](=[O:14])[C:15]1[CH:20]=[CH:19][CH:18]=[CH:17][CH:16]=1. The catalyst class is: 5. (4) Product: [S:1]([C:11]1[CH:19]=[CH:18][CH:17]=[CH:16][C:12]=1[C:13]([N:40]=[C:41]([NH2:43])[NH2:42])=[O:14])[C:2]1[CH:10]=[CH:9][CH:8]=[CH:7][C:3]=1[C:4]([N:37]=[C:36]([NH2:38])[NH2:35])=[O:5]. Reactant: [S:1]([C:11]1[CH:19]=[CH:18][CH:17]=[CH:16][C:12]=1[C:13](O)=[O:14])[C:2]1[CH:10]=[CH:9][CH:8]=[CH:7][C:3]=1[C:4](O)=[O:5].CN1CCOCC1.C(OC(Cl)=O)C(C)C.[NH2:35][C:36]([NH2:38])=[NH:37].Cl.[NH2:40][C:41]([NH2:43])=[NH:42].C[O-].[Na+]. The catalyst class is: 9. (5) Reactant: CN(C)[C:3](=[O:22])[CH2:4][C:5]1[CH:10]=[C:9]([CH3:11])[CH:8]=[CH:7][C:6]=1[NH:12][C:13]1[C:18]([CH3:19])=[CH:17][C:16]([Cl:20])=[CH:15][C:14]=1[Cl:21].[OH-].[Na+].CCCC[OH:30].Cl. Product: [CH3:11][C:9]1[CH:8]=[CH:7][C:6]([NH:12][C:13]2[C:18]([CH3:19])=[CH:17][C:16]([Cl:20])=[CH:15][C:14]=2[Cl:21])=[C:5]([CH2:4][C:3]([OH:22])=[O:30])[CH:10]=1. The catalyst class is: 11. (6) Reactant: [CH3:1][C:2]1[C:11]2[CH:10]=[N:9][C:8]([S:12][CH3:13])=[N:7][C:6]=2[N:5]([C:14]2[CH:15]=[C:16]([NH:20][C:21](=[O:27])[O:22][C:23]([CH3:26])([CH3:25])[CH3:24])[CH:17]=[CH:18][CH:19]=2)[C:4](=[O:28])[CH:3]=1.C1C=C(Cl)C=C(C(OO)=[O:37])C=1.[OH-:40].[Na+]. Product: [CH3:1][C:2]1[C:11]2[CH:10]=[N:9][C:8]([S:12]([CH3:13])(=[O:37])=[O:40])=[N:7][C:6]=2[N:5]([C:14]2[CH:15]=[C:16]([NH:20][C:21](=[O:27])[O:22][C:23]([CH3:24])([CH3:26])[CH3:25])[CH:17]=[CH:18][CH:19]=2)[C:4](=[O:28])[CH:3]=1. The catalyst class is: 2. (7) Reactant: [NH:1]1[CH:5]=[C:4]([C:6]2[C:7]([NH2:12])=[N:8][CH:9]=[CH:10][CH:11]=2)[CH:3]=[N:2]1.[H-].[Na+].[CH2:15]([O:19][CH2:20][C:21]1[CH:26]=[CH:25][C:24]([CH2:27]Cl)=[CH:23][CH:22]=1)[CH2:16][CH2:17][CH3:18]. Product: [CH2:15]([O:19][CH2:20][C:21]1[CH:26]=[CH:25][C:24]([CH2:27][N:1]2[CH:5]=[C:4]([C:6]3[C:7]([NH2:12])=[N:8][CH:9]=[CH:10][CH:11]=3)[CH:3]=[N:2]2)=[CH:23][CH:22]=1)[CH2:16][CH2:17][CH3:18]. The catalyst class is: 9. (8) Reactant: [CH3:1][O:2][C:3]1[C:4]([O:29][CH2:30][CH2:31][CH2:32][N:33]2[CH2:38][CH2:37][O:36][CH2:35][CH2:34]2)=[CH:5][C:6]2[CH2:15][CH:14]([C:16]([CH3:21])([CH3:20])[CH2:17][O:18][CH3:19])[N:13]3[C:8](=[CH:9][C:10](=[O:27])[C:11]([C:22]([O:24]CC)=[O:23])=[CH:12]3)[C:7]=2[CH:28]=1.[Li+].[OH-].Cl. Product: [CH3:1][O:2][C:3]1[C:4]([O:29][CH2:30][CH2:31][CH2:32][N:33]2[CH2:34][CH2:35][O:36][CH2:37][CH2:38]2)=[CH:5][C:6]2[CH2:15][CH:14]([C:16]([CH3:20])([CH3:21])[CH2:17][O:18][CH3:19])[N:13]3[C:8](=[CH:9][C:10](=[O:27])[C:11]([C:22]([OH:24])=[O:23])=[CH:12]3)[C:7]=2[CH:28]=1. The catalyst class is: 219. (9) Product: [Br:7][C:8]1[CH:9]=[C:10]([C:20]([OH:24])=[O:21])[N:11]([C:13]2[C:18]([Cl:19])=[CH:17][CH:16]=[CH:15][N:14]=2)[CH:12]=1. The catalyst class is: 6. Reactant: [Mn]([O-])(=O)(=O)=O.[K+].[Br:7][C:8]1[CH:9]=[C:10]([CH:20]=[O:21])[N:11]([C:13]2[C:18]([Cl:19])=[CH:17][CH:16]=[CH:15][N:14]=2)[CH:12]=1.CC(C)=[O:24].[OH-].[Na+]. (10) Reactant: [C:1]([C@@H:3]1[CH2:6][C@H:5]([CH:7]([NH:9][C:10]([C:12]2[C:20]3[C:15](=[N:16][CH:17]=[C:18]([C:21]4[C:29]5[C:24](=[CH:25][C:26]([F:30])=[CH:27][CH:28]=5)[N:23]([CH3:31])[N:22]=4)[N:19]=3)[N:14](COCC[Si](C)(C)C)[CH:13]=2)=[O:11])[CH3:8])[CH2:4]1)#[N:2].C(O)(C(F)(F)F)=O.C(N)CN. Product: [C:1]([C@@H:3]1[CH2:6][C@H:5]([CH:7]([NH:9][C:10]([C:12]2[C:20]3[C:15](=[N:16][CH:17]=[C:18]([C:21]4[C:29]5[C:24](=[CH:25][C:26]([F:30])=[CH:27][CH:28]=5)[N:23]([CH3:31])[N:22]=4)[N:19]=3)[NH:14][CH:13]=2)=[O:11])[CH3:8])[CH2:4]1)#[N:2]. The catalyst class is: 2.